The task is: Predict the reactants needed to synthesize the given product.. This data is from Full USPTO retrosynthesis dataset with 1.9M reactions from patents (1976-2016). (1) The reactants are: [CH3:1][CH2:2][O:3][C:4]([CH:6](P(OCC)(OCC)=O)[F:7])=[O:5].C([Li])CCC.[CH2:21]([O:23][C:24]1[C:25]([C:36](=O)[CH3:37])=[CH:26][C:27]2[CH:28]=[CH:29][CH2:30][C:31]([CH3:35])([CH3:34])[C:32]=2[CH:33]=1)[CH3:22]. Given the product [CH2:21]([O:23][C:24]1[C:25](/[C:36](/[CH3:37])=[C:6](/[F:7])\[C:4]([O:3][CH2:2][CH3:1])=[O:5])=[CH:26][C:27]2[CH:28]=[CH:29][CH2:30][C:31]([CH3:35])([CH3:34])[C:32]=2[CH:33]=1)[CH3:22], predict the reactants needed to synthesize it. (2) Given the product [CH3:1][O:2][C:3]([C@@H:5]1[CH2:9][C@@H:8]([S:10]([C:13]2[CH:18]=[CH:17][CH:16]=[CH:15][C:14]=2[C:19]([F:22])([F:21])[F:20])(=[O:12])=[O:11])[CH2:7][N:6]1[C:23](=[S:43])[CH2:24][C:25](=[O:32])[CH:26]1[CH2:31][CH2:30][O:29][CH2:28][CH2:27]1)=[O:4], predict the reactants needed to synthesize it. The reactants are: [CH3:1][O:2][C:3]([C@@H:5]1[CH2:9][C@@H:8]([S:10]([C:13]2[CH:18]=[CH:17][CH:16]=[CH:15][C:14]=2[C:19]([F:22])([F:21])[F:20])(=[O:12])=[O:11])[CH2:7][N:6]1[C:23](=O)[CH2:24][C:25](=[O:32])[CH:26]1[CH2:31][CH2:30][O:29][CH2:28][CH2:27]1)=[O:4].COC1C=CC(P2(SP(C3C=CC(OC)=CC=3)(=S)S2)=[S:43])=CC=1. (3) Given the product [CH3:1][O:2][C:3]1[CH:12]=[C:11]2[C:6]([C:7]([NH:13][CH3:14])=[N:8][CH:9]=[N:10]2)=[CH:5][C:4]=1[NH:15][C:28]([C@@H:24]1[CH2:25][CH2:26][CH2:27][N:23]1[C:21]([O:20][C:16]([CH3:19])([CH3:18])[CH3:17])=[O:22])=[O:29], predict the reactants needed to synthesize it. The reactants are: [CH3:1][O:2][C:3]1[CH:12]=[C:11]2[C:6]([C:7]([NH:13][CH3:14])=[N:8][CH:9]=[N:10]2)=[CH:5][C:4]=1[NH2:15].[C:16]([O:20][C:21]([N:23]1[CH2:27][CH2:26][CH2:25][C@H:24]1[C:28](O)=[O:29])=[O:22])([CH3:19])([CH3:18])[CH3:17].CN(C(ON1N=NC2C=CC=NC1=2)=[N+](C)C)C.F[P-](F)(F)(F)(F)F.CCN(C(C)C)C(C)C. (4) Given the product [C:1]([O:5][C:6]([N:8]1[C:16]2[C:11](=[CH:12][CH:13]=[C:14]([OH:17])[CH:15]=2)[C:10]([Br:25])=[C:9]1[C:26]1[C:27]2[S:40][CH:39]=[CH:38][C:28]=2[N:29]([C:31]([O:33][C:34]([CH3:37])([CH3:36])[CH3:35])=[O:32])[N:30]=1)=[O:7])([CH3:4])([CH3:2])[CH3:3], predict the reactants needed to synthesize it. The reactants are: [C:1]([O:5][C:6]([N:8]1[C:16]2[C:11](=[CH:12][CH:13]=[C:14]([O:17][Si](C(C)(C)C)(C)C)[CH:15]=2)[C:10]([Br:25])=[C:9]1[C:26]1[C:27]2[S:40][CH:39]=[CH:38][C:28]=2[N:29]([C:31]([O:33][C:34]([CH3:37])([CH3:36])[CH3:35])=[O:32])[N:30]=1)=[O:7])([CH3:4])([CH3:3])[CH3:2].CCCC[N+](CCCC)(CCCC)CCCC.[F-]. (5) Given the product [Cl:1][C:2]1[CH:3]=[CH:4][C:5]([CH2:8][CH2:9][O:10][C:11]2[N:12]=[C:13]([NH2:50])[C:14]3[N:15]=[CH:16][N:17]([C:48]=3[N:49]=2)[C@@H:18]2[O:47][C@H:37]([CH2:38][OH:39])[C@@H:28]([OH:29])[C@H:19]2[OH:20])=[CH:6][CH:7]=1, predict the reactants needed to synthesize it. The reactants are: [Cl:1][C:2]1[CH:7]=[CH:6][C:5]([CH2:8][CH2:9][O:10][C:11]2[N:12]=[C:13]([NH2:50])[C:14]3[N:15]=[CH:16][N:17]([C:48]=3[N:49]=2)[C@@H:18]2[O:47][C@H:37]([CH2:38][O:39][Si](C(C)(C)C)(C)C)[C@@H:28]([O:29][Si](C(C)(C)C)(C)C)[C@H:19]2[O:20][Si](C(C)(C)C)(C)C)=[CH:4][CH:3]=1.F.F.F.C(N(CC)CC)C. (6) Given the product [CH:27]1[C:28]2[C:23](=[CH:22][CH:21]=[CH:30][CH:29]=2)[CH:24]=[CH:25][C:26]=1[N:12]1[C:11]2[CH:10]=[CH:9][CH:8]=[CH:7][C:6]=2[C:5]2[C:13]1=[CH:1][CH:2]=[CH:3][CH:4]=2, predict the reactants needed to synthesize it. The reactants are: [CH:1]1[C:13]2[NH:12][C:11]3[C:6](=[CH:7][CH:8]=[CH:9][CH:10]=3)[C:5]=2[CH:4]=[CH:3][CH:2]=1.C[Mg]Cl.S(C1C=CC(C)=CC=1)(O[C:21]1[CH:30]=[CH:29][C:28]2[C:23](=[CH:24][CH:25]=[CH:26][CH:27]=2)[CH:22]=1)(=O)=O.[Cl-].[NH4+]. (7) Given the product [NH2:13][CH2:2][CH2:3][CH2:4][Si:5]([CH3:12])([O:9][CH2:10][CH3:11])[O:6][CH2:7][CH3:8], predict the reactants needed to synthesize it. The reactants are: Cl[CH2:2][CH2:3][CH2:4][Si:5]([CH3:12])([O:9][CH2:10][CH3:11])[O:6][CH2:7][CH3:8].[NH3:13]. (8) Given the product [CH3:1][O:2][C:3]([C:5]1[S:6][C:7]([N:32]2[CH2:37][CH2:36][O:35][CH2:34][CH2:33]2)=[C:8]([C:11]#[N:12])[C:9]=1[NH2:10])=[O:4], predict the reactants needed to synthesize it. The reactants are: [CH3:1][O:2][C:3]([C:5]1[S:6][C:7](S(C)=O)=[C:8]([C:11]#[N:12])[C:9]=1[NH2:10])=[O:4].[NH2:10][C:9]1[C:8]([C:11]#[N:12])=[C:7](S(C)(=O)=O)[S:6][C:5]=1[C:3]([O:2][CH3:1])=[O:4].[NH:32]1[CH2:37][CH2:36][O:35][CH2:34][CH2:33]1. (9) Given the product [ClH:1].[CH3:11][NH:13][CH:7]1[CH2:8][CH2:9][O:4][CH2:5][CH2:6]1, predict the reactants needed to synthesize it. The reactants are: [ClH:1].CN.[O:4]1[CH2:9][CH2:8][C:7](=O)[CH2:6][CH2:5]1.[CH2:11]([N:13](CC)CC)C.